From a dataset of Catalyst prediction with 721,799 reactions and 888 catalyst types from USPTO. Predict which catalyst facilitates the given reaction. (1) Reactant: [N:1]([C@@H:4]1[CH2:8][N:7]([CH2:9][CH2:10][O:11][CH3:12])[CH2:6][C@H:5]1[OH:13])=[N+]=[N-]. Product: [NH2:1][C@@H:4]1[CH2:8][N:7]([CH2:9][CH2:10][O:11][CH3:12])[CH2:6][C@H:5]1[OH:13]. The catalyst class is: 19. (2) Reactant: C(Cl)[Cl:2].[CH2:4]([O:11][C:12]1[CH:17]=[CH:16][C:15]([C:18](=[O:21])[CH2:19][CH3:20])=[CH:14][CH:13]=1)[C:5]1[CH:10]=[CH:9][CH:8]=[CH:7][CH:6]=1.S(Cl)(Cl)(=O)=O. Product: [CH2:4]([O:11][C:12]1[CH:13]=[CH:14][C:15]([C:18](=[O:21])[CH:19]([Cl:2])[CH3:20])=[CH:16][CH:17]=1)[C:5]1[CH:6]=[CH:7][CH:8]=[CH:9][CH:10]=1. The catalyst class is: 6. (3) Reactant: C([O:9][C@H:10]1[C@@H:17]2[N:13]([C:14](=[O:30])[N:15]([C:20]3[CH:27]=[CH:26][C:23]([C:24]#[N:25])=[C:22]([Cl:28])[C:21]=3[CH3:29])[C@H:16]2[CH2:18][CH3:19])[CH2:12][CH2:11]1)(=O)C1C=CC=CC=1.[OH-].[K+].CO. The catalyst class is: 49. Product: [CH2:18]([C@@H:16]1[N:15]([C:20]2[CH:27]=[CH:26][C:23]([C:24]#[N:25])=[C:22]([Cl:28])[C:21]=2[CH3:29])[C:14](=[O:30])[N:13]2[CH2:12][CH2:11][C@@H:10]([OH:9])[C@@H:17]12)[CH3:19]. (4) Reactant: [NH:1]1[C:9]2[CH:8]=[C:7]([C:10](OC)=[O:11])[N:6]=[CH:5][C:4]=2[N:3]=[CH:2]1.[H-].[Al+3].[Li+].[H-].[H-].[H-]. Product: [NH:1]1[C:9]2[CH:8]=[C:7]([CH2:10][OH:11])[N:6]=[CH:5][C:4]=2[N:3]=[CH:2]1. The catalyst class is: 7. (5) Reactant: [CH2:1]([N:3]([CH2:28][CH3:29])[CH2:4][CH2:5][CH2:6][NH:7][C:8]([NH:10][C:11]1[CH:16]=[C:15]([O:17][C:18]2[CH:23]=[CH:22][C:21]([N+:24]([O-])=O)=[CH:20][C:19]=2[F:27])[CH:14]=[CH:13][N:12]=1)=[O:9])[CH3:2].O1CCCC1. Product: [CH2:28]([N:3]([CH2:1][CH3:2])[CH2:4][CH2:5][CH2:6][NH:7][C:8]([NH:10][C:11]1[CH:16]=[C:15]([O:17][C:18]2[CH:23]=[CH:22][C:21]([NH2:24])=[CH:20][C:19]=2[F:27])[CH:14]=[CH:13][N:12]=1)=[O:9])[CH3:29]. The catalyst class is: 129. (6) Reactant: C[O:2][C:3]1[CH:8]=[CH:7][C:6]([CH2:9][CH2:10][CH2:11][CH2:12][CH2:13]OC2C=CC=CC=2)=[CH:5][CH:4]=1.B(Br)(Br)[Br:22]. Product: [Br:22][CH2:13][CH2:12][CH2:11][CH2:10][CH2:9][C:6]1[CH:7]=[CH:8][C:3]([OH:2])=[CH:4][CH:5]=1. The catalyst class is: 2. (7) Reactant: [Cl:1][C:2]1[N:7]=[C:6]([S:8][CH3:9])[N:5]=[C:4]([NH2:10])[CH:3]=1.Cl[CH2:12][CH:13]=O.O. Product: [Cl:1][C:2]1[N:7]=[C:6]([S:8][CH3:9])[N:5]2[CH:12]=[CH:13][N:10]=[C:4]2[CH:3]=1. The catalyst class is: 14.